This data is from Peptide-MHC class I binding affinity with 185,985 pairs from IEDB/IMGT. The task is: Regression. Given a peptide amino acid sequence and an MHC pseudo amino acid sequence, predict their binding affinity value. This is MHC class I binding data. (1) The peptide sequence is ERYPRYNQL. The MHC is HLA-A31:01 with pseudo-sequence HLA-A31:01. The binding affinity (normalized) is 0. (2) The peptide sequence is PLSINVSGV. The MHC is HLA-A02:01 with pseudo-sequence HLA-A02:01. The binding affinity (normalized) is 0.188. (3) The peptide sequence is LQALSNLIL. The MHC is HLA-B18:01 with pseudo-sequence HLA-B18:01. The binding affinity (normalized) is 0.213. (4) The peptide sequence is FPEQVSLLM. The MHC is HLA-B35:01 with pseudo-sequence HLA-B35:01. The binding affinity (normalized) is 1.00. (5) The peptide sequence is MEFEPFQSL. The MHC is HLA-A01:01 with pseudo-sequence HLA-A01:01. The binding affinity (normalized) is 0.0847. (6) The binding affinity (normalized) is 0.469. The MHC is HLA-B07:02 with pseudo-sequence HLA-B07:02. The peptide sequence is FLKDVMESM. (7) The binding affinity (normalized) is 0.337. The peptide sequence is LFADINGKL. The MHC is HLA-A23:01 with pseudo-sequence HLA-A23:01.